The task is: Regression/Classification. Given a drug SMILES string, predict its absorption, distribution, metabolism, or excretion properties. Task type varies by dataset: regression for continuous measurements (e.g., permeability, clearance, half-life) or binary classification for categorical outcomes (e.g., BBB penetration, CYP inhibition). Dataset: cyp2c9_veith.. This data is from CYP2C9 inhibition data for predicting drug metabolism from PubChem BioAssay. (1) The molecule is CC(C)OC(=O)c1nnn(-c2nonc2N)c1CSc1ccccn1. The result is 1 (inhibitor). (2) The compound is NC[C@@H]1O[C@@H](O[C@H]2[C@H](O)[C@H](O[C@@H]3O[C@H](CO)[C@@H](O)[C@H](N)[C@@H]3O)[C@@H](N)C[C@H]2N)[C@H](N)C[C@@H]1O. The result is 0 (non-inhibitor). (3) The compound is CC(C)OC(=O)c1cc2c(ccn2C)n1CC(=O)N1CCC(Cc2ccccc2)CC1. The result is 1 (inhibitor). (4) The compound is COc1cc(S(C)=O)ccc1-c1nc2ncccc2[nH]1. The result is 0 (non-inhibitor). (5) The molecule is CCn1c(C)[n+](CCCS(=O)(=O)[O-])c2cc(Cl)c(Cl)cc21. The result is 0 (non-inhibitor). (6) The molecule is Cc1nc(-c2ccccc2)c(Cc2ccccc2O)c(=O)[nH]1. The result is 0 (non-inhibitor).